Predict the reactants needed to synthesize the given product. From a dataset of Retrosynthesis with 50K atom-mapped reactions and 10 reaction types from USPTO. (1) The reactants are: CCOC(=O)C[C@H](Cc1ccc(OCCCNc2ccccn2)cc1)c1ccccc1. Given the product O=C(O)C[C@H](Cc1ccc(OCCCNc2ccccn2)cc1)c1ccccc1, predict the reactants needed to synthesize it. (2) Given the product CC1(C)Cc2cc(OCC(=O)O)c3c(c2C(c2ccccc2)=N1)CC(C)(C)O3, predict the reactants needed to synthesize it. The reactants are: COC(=O)COc1cc2c(c3c1OC(C)(C)C3)C(c1ccccc1)=NC(C)(C)C2. (3) Given the product CC(C)(C)OC(=O)N(CCc1ccc(Oc2ccc(NC(=O)c3ccccc3)cc2)cc1)Cc1ccccc1, predict the reactants needed to synthesize it. The reactants are: CC(C)(C)OC(=O)N(CCc1ccc(Oc2ccc(N)cc2)cc1)Cc1ccccc1.O=C(Cl)c1ccccc1. (4) Given the product Oc1ccc(-c2cc(O)no2)cc1, predict the reactants needed to synthesize it. The reactants are: COc1ccc(-c2cc(O)no2)cc1. (5) The reactants are: CC(C)Oc1cncc(Br)c1.[NH4+]. Given the product CC(C)Oc1cncc(N)c1, predict the reactants needed to synthesize it. (6) Given the product O=C(NN=C(c1ccccc1)c1ccccc1)c1ccccc1, predict the reactants needed to synthesize it. The reactants are: NNC(=O)c1ccccc1.O=C(c1ccccc1)c1ccccc1.